This data is from Catalyst prediction with 721,799 reactions and 888 catalyst types from USPTO. The task is: Predict which catalyst facilitates the given reaction. (1) Reactant: [C:1]([C:4]1[N:9]=[C:8]([C:10]#[N:11])[C:7]([Cl:12])=[CH:6][CH:5]=1)(=[O:3])[CH3:2].CO[CH:15](OC)[N:16]([CH3:18])[CH3:17]. Product: [Cl:12][C:7]1[C:8]([C:10]#[N:11])=[N:9][C:4]([C:1](=[O:3])[CH:2]=[CH:15][N:16]([CH3:18])[CH3:17])=[CH:5][CH:6]=1. The catalyst class is: 11. (2) Reactant: Cl[C:2]1[CH:11]=[CH:10][C:5]([C:6]([O:8][CH3:9])=[O:7])=[CH:4][N:3]=1.[C:12]([C:14]1[CH:19]=[CH:18][CH:17]=[CH:16][C:15]=1B(O)O)#[N:13].C(=O)([O-])[O-].[K+].[K+]. Product: [C:12]([C:14]1[CH:19]=[CH:18][CH:17]=[CH:16][C:15]=1[C:2]1[CH:11]=[CH:10][C:5]([C:6]([O:8][CH3:9])=[O:7])=[CH:4][N:3]=1)#[N:13]. The catalyst class is: 203.